This data is from Full USPTO retrosynthesis dataset with 1.9M reactions from patents (1976-2016). The task is: Predict the reactants needed to synthesize the given product. (1) Given the product [ClH:1].[OH:42][CH:40]([C:2]1[CH:3]=[C:4]([N:8]2[CH2:9][CH2:10][N:11]([C:14]([C:16]3[N:17]([C:22]4[CH:27]=[CH:26][CH:25]=[CH:24][CH:23]=4)[N:18]=[C:19]([CH3:21])[CH:20]=3)=[O:15])[CH2:12][CH2:13]2)[CH:5]=[CH:6][CH:7]=1)[CH3:36], predict the reactants needed to synthesize it. The reactants are: [Cl:1][C:2]1[CH:3]=[C:4]([N:8]2[CH2:13][CH2:12][N:11]([C:14]([C:16]3[N:17]([C:22]4[CH:27]=[CH:26][CH:25]=[CH:24][CH:23]=4)[N:18]=[C:19]([CH3:21])[CH:20]=3)=[O:15])[CH2:10][CH2:9]2)[CH:5]=[CH:6][CH:7]=1.N1(C2C=[C:36]([CH:40]([OH:42])C)C=CC=2)CCNCC1. (2) Given the product [C:30]([O:29][C:27]([N:24]1[CH2:25][CH2:26][N:21]([C:19]([C:4]2[CH:3]=[C:2]([CH3:1])[N:6]([C:7]3[CH:8]=[CH:9][CH:10]=[CH:11][CH:12]=3)[C:5]=2[C:13]2[CH:14]=[CH:15][CH:16]=[CH:17][CH:18]=2)=[O:20])[CH:22]([C:34]([OH:36])=[O:35])[CH2:23]1)=[O:28])([CH3:33])([CH3:31])[CH3:32], predict the reactants needed to synthesize it. The reactants are: [CH3:1][C:2]1[N:6]([C:7]2[CH:12]=[CH:11][CH:10]=[CH:9][CH:8]=2)[C:5]([C:13]2[CH:18]=[CH:17][CH:16]=[CH:15][CH:14]=2)=[C:4]([C:19]([N:21]2[CH2:26][CH2:25][N:24]([C:27]([O:29][C:30]([CH3:33])([CH3:32])[CH3:31])=[O:28])[CH2:23][CH:22]2[C:34]([O:36]CC)=[O:35])=[O:20])[CH:3]=1.O.[OH-].[Li+]. (3) Given the product [Br:13][CH:6]1[C:5](=[O:12])[C:4]2[N:3]=[C:2]([Cl:1])[N:11]=[CH:10][C:9]=2[CH2:8][CH2:7]1, predict the reactants needed to synthesize it. The reactants are: [Cl:1][C:2]1[N:11]=[CH:10][C:9]2[CH2:8][CH2:7][CH2:6][C:5](=[O:12])[C:4]=2[N:3]=1.[Br:13]Br.O.